This data is from CYP2D6 inhibition data for predicting drug metabolism from PubChem BioAssay. The task is: Regression/Classification. Given a drug SMILES string, predict its absorption, distribution, metabolism, or excretion properties. Task type varies by dataset: regression for continuous measurements (e.g., permeability, clearance, half-life) or binary classification for categorical outcomes (e.g., BBB penetration, CYP inhibition). Dataset: cyp2d6_veith. The compound is CN(Cc1ccco1)c1cc(-c2ccc3c(c2)OCO3)ncn1. The result is 1 (inhibitor).